Predict the reaction yield, written as a fraction of the theoretical maximum amount of product (1.0 means a 100% yield; for example, 0.34 means a 34% yield). From a dataset of Reaction yield outcomes from USPTO patents with 853,638 reactions. (1) The reactants are [F:1][CH:2]([F:37])[C:3]1[N:7]([C:8]2[N:13]=[C:12]([N:14]3[CH2:19][CH2:18][O:17][CH2:16][CH2:15]3)[N:11]=[C:10]([N:20]3[CH2:25][CH2:24][N:23]([S:26]([CH:29]=[CH2:30])(=[O:28])=[O:27])[CH2:22][CH2:21]3)[N:9]=2)[C:6]2[CH:31]=[CH:32][CH:33]=[C:34]([O:35][CH3:36])[C:5]=2[N:4]=1.[OH:38][CH2:39][CH2:40][N:41]1[CH2:46][CH2:45][NH:44][CH2:43][CH2:42]1. The catalyst is O1CCOCC1. The product is [F:37][CH:2]([F:1])[C:3]1[N:7]([C:8]2[N:13]=[C:12]([N:14]3[CH2:15][CH2:16][O:17][CH2:18][CH2:19]3)[N:11]=[C:10]([N:20]3[CH2:21][CH2:22][N:23]([S:26]([CH2:29][CH2:30][N:44]4[CH2:45][CH2:46][N:41]([CH2:40][CH2:39][OH:38])[CH2:42][CH2:43]4)(=[O:28])=[O:27])[CH2:24][CH2:25]3)[N:9]=2)[C:6]2[CH:31]=[CH:32][CH:33]=[C:34]([O:35][CH3:36])[C:5]=2[N:4]=1. The yield is 0.720. (2) The reactants are Br[C:2]1[C:18]([CH3:19])=[CH:17][C:5]([O:6][CH2:7][CH2:8][CH2:9][O:10][CH:11]2[CH2:16][CH2:15][CH2:14][CH2:13][O:12]2)=[CH:4][C:3]=1[CH3:20].CC(C)=O.C(=O)=O.C([Li])CCC.[SiH:33](Cl)([CH:37]([CH3:39])[CH3:38])[CH:34]([CH3:36])[CH3:35].C([O-])(O)=O.[Na+]. The catalyst is C1COCC1. The product is [CH3:20][C:3]1[CH:4]=[C:5]([O:6][CH2:7][CH2:8][CH2:9][O:10][CH:11]2[CH2:16][CH2:15][CH2:14][CH2:13][O:12]2)[CH:17]=[C:18]([CH3:19])[C:2]=1[SiH:33]([CH:37]([CH3:39])[CH3:38])[CH:34]([CH3:36])[CH3:35]. The yield is 0.970. (3) The reactants are Cl[C:2]1[CH:11]=[C:10]([Cl:12])[C:9]2[C:4](=[CH:5][CH:6]=[CH:7][CH:8]=2)[N:3]=1.[Br:13][C:14]1[CH:15]=[CH:16][C:17]2[CH2:23][NH:22][C:21](=[O:24])[CH2:20][CH2:19][C:18]=2[CH:25]=1.CC1(C)C2C=CC=C(P(C3C=CC=CC=3)C3C=CC=CC=3)C=2OC2C1=CC=CC=2P(C1C=CC=CC=1)C1C=CC=CC=1.[O-]P([O-])([O-])=O.[K+].[K+].[K+]. The catalyst is O1CCOCC1.C(#N)C.C1C=CC(/C=C/C(/C=C/C2C=CC=CC=2)=O)=CC=1.C1C=CC(/C=C/C(/C=C/C2C=CC=CC=2)=O)=CC=1.C1C=CC(/C=C/C(/C=C/C2C=CC=CC=2)=O)=CC=1.[Pd].[Pd]. The product is [Br:13][C:14]1[CH:15]=[CH:16][C:17]2[CH2:23][N:22]([C:2]3[CH:11]=[C:10]([Cl:12])[C:9]4[C:4](=[CH:5][CH:6]=[CH:7][CH:8]=4)[N:3]=3)[C:21](=[O:24])[CH2:20][CH2:19][C:18]=2[CH:25]=1. The yield is 0.420. (4) The reactants are [CH:1]1([NH2:4])[CH2:3][CH2:2]1.C(O[BH-](OC(=O)C)OC(=O)C)(=O)C.[Na+].[I:19][C:20]1[CH:25]=[CH:24][C:23]([C:26](=O)[CH3:27])=[CH:22][CH:21]=1.C(=O)([O-])O.[Na+]. The catalyst is C(Cl)(Cl)Cl.C(O)(=O)C. The product is [I:19][C:20]1[CH:25]=[CH:24][C:23]([CH:26]([NH:4][CH:1]2[CH2:3][CH2:2]2)[CH3:27])=[CH:22][CH:21]=1. The yield is 0.950. (5) The reactants are [Cl:1][C:2]1[C:6]([NH2:7])=[CH:5][N:4]([C:8]2[CH:9]=[N:10][CH:11]=[CH:12][CH:13]=2)[N:3]=1.CO.[CH:16](=O)[CH3:17].[BH4-].[Na+]. The catalyst is C(OCC)(=O)C. The product is [Cl:1][C:2]1[C:6]([NH:7][CH2:16][CH3:17])=[CH:5][N:4]([C:8]2[CH:9]=[N:10][CH:11]=[CH:12][CH:13]=2)[N:3]=1. The yield is 0.580.